From a dataset of Reaction yield outcomes from USPTO patents with 853,638 reactions. Predict the reaction yield, written as a fraction of the theoretical maximum amount of product (1.0 means a 100% yield; for example, 0.34 means a 34% yield). The reactants are Cl.C(OC(=O)[NH:8][C:9]1[CH:14]=[C:13]([F:15])[CH:12]=[CH:11][C:10]=1[NH:16][C:17](=[O:34])/[CH:18]=[CH:19]/[C:20]1[CH:21]=[N:22][N:23]([CH2:25][CH:26]=[CH:27][C:28]2[CH:33]=[CH:32][CH:31]=[CH:30][CH:29]=2)[CH:24]=1)(C)(C)C. The catalyst is O1CCOCC1. The product is [NH2:8][C:9]1[CH:14]=[C:13]([F:15])[CH:12]=[CH:11][C:10]=1[NH:16][C:17](=[O:34])/[CH:18]=[CH:19]/[C:20]1[CH:21]=[N:22][N:23]([CH2:25][CH:26]=[CH:27][C:28]2[CH:29]=[CH:30][CH:31]=[CH:32][CH:33]=2)[CH:24]=1. The yield is 0.920.